From a dataset of Reaction yield outcomes from USPTO patents with 853,638 reactions. Predict the reaction yield, written as a fraction of the theoretical maximum amount of product (1.0 means a 100% yield; for example, 0.34 means a 34% yield). (1) The reactants are [C:1]([C:4]1[C:9]([O:10][CH3:11])=[CH:8][C:7]([NH:12]C(=O)C(F)(F)F)=[CH:6][C:5]=1[O:19][CH3:20])(=[O:3])[CH3:2].C(=O)([O-])[O-].[K+].[K+]. The catalyst is CO. The product is [NH2:12][C:7]1[CH:6]=[C:5]([O:19][CH3:20])[C:4]([C:1](=[O:3])[CH3:2])=[C:9]([O:10][CH3:11])[CH:8]=1. The yield is 0.870. (2) No catalyst specified. The product is [C:1]([O:5][C:6]([N:8]1[CH2:12][CH2:11][CH2:10][C@@H:9]1[CH2:13][O:14][C:15]1[CH:20]=[CH:19][C:18]([O:21][CH2:27][C:26]2[CH:29]=[CH:30][C:23]([Cl:22])=[CH:24][CH:25]=2)=[CH:17][CH:16]=1)=[O:7])([CH3:4])([CH3:2])[CH3:3]. The reactants are [C:1]([O:5][C:6]([N:8]1[CH2:12][CH2:11][CH2:10][C@@H:9]1[CH2:13][O:14][C:15]1[CH:20]=[CH:19][C:18]([OH:21])=[CH:17][CH:16]=1)=[O:7])([CH3:4])([CH3:3])[CH3:2].[Cl:22][C:23]1[CH:30]=[CH:29][C:26]([CH2:27]Br)=[CH:25][CH:24]=1. The yield is 0.580. (3) The reactants are [CH2:1]([N:3]([CH2:37][CH3:38])[CH2:4][CH2:5][CH2:6][NH:7][C:8]1[N:9]=[C:10]([C:27]2[CH:28]=[C:29]([CH:33]=[CH:34][C:35]=2[CH3:36])[C:30]([OH:32])=O)[C:11]2[CH:17]=[CH:16][C:15](=[O:18])[N:14]([C:19]3[C:24]([F:25])=[CH:23][CH:22]=[CH:21][C:20]=3[F:26])[C:12]=2[N:13]=1)[CH3:2].CN(C(O[N:47]1N=N[C:49]2[CH:50]=CC=C[C:48]1=2)=[N+](C)C)C.F[P-](F)(F)(F)(F)F.C(N)CC. The catalyst is C1COCC1. The product is [CH2:1]([N:3]([CH2:37][CH3:38])[CH2:4][CH2:5][CH2:6][NH:7][C:8]1[N:9]=[C:10]([C:27]2[CH:28]=[C:29]([CH:33]=[CH:34][C:35]=2[CH3:36])[C:30]([NH:47][CH2:48][CH2:49][CH3:50])=[O:32])[C:11]2[CH:17]=[CH:16][C:15](=[O:18])[N:14]([C:19]3[C:24]([F:25])=[CH:23][CH:22]=[CH:21][C:20]=3[F:26])[C:12]=2[N:13]=1)[CH3:2]. The yield is 0.370.